Dataset: Forward reaction prediction with 1.9M reactions from USPTO patents (1976-2016). Task: Predict the product of the given reaction. (1) Given the reactants [NH2:1][C:2]1[CH:17]=[CH:16][CH:15]=[CH:14][C:3]=1[CH2:4][N:5]1[CH:9]([OH:10])[C:8]([CH3:12])([CH3:11])[O:7][C:6]1=[O:13].C(N(CC)CC)C.[F:25][C:26]([F:39])([F:38])[S:27](O[S:27]([C:26]([F:39])([F:38])[F:25])(=[O:29])=[O:28])(=[O:29])=[O:28].O, predict the reaction product. The product is: [OH:10][CH:9]1[C:8]([CH3:12])([CH3:11])[O:7][C:6](=[O:13])[N:5]1[CH2:4][C:3]1[CH:14]=[CH:15][CH:16]=[CH:17][C:2]=1[NH:1][S:27]([C:26]([F:39])([F:38])[F:25])(=[O:29])=[O:28]. (2) The product is: [F:1][C:2]1[CH:10]=[CH:9][C:5]([C:6]([N:20]2[CH2:21][CH2:22][C:23]3[C:28](=[CH:27][CH:26]=[CH:25][CH:24]=3)[CH2:19]2)=[O:8])=[CH:4][C:3]=1[C:11]#[C:12][C:13]1[CH:18]=[CH:17][CH:16]=[CH:15][N:14]=1. Given the reactants [F:1][C:2]1[CH:10]=[CH:9][C:5]([C:6]([OH:8])=O)=[CH:4][C:3]=1[C:11]#[C:12][C:13]1[CH:18]=[CH:17][CH:16]=[CH:15][N:14]=1.[CH2:19]1[C:28]2[C:23](=[CH:24][CH:25]=[CH:26][CH:27]=2)[CH2:22][CH2:21][NH:20]1.C(N(CC)CC)C.C1CN([P+](ON2N=NC3C=CC=CC2=3)(N2CCCC2)N2CCCC2)CC1.F[P-](F)(F)(F)(F)F, predict the reaction product. (3) Given the reactants [C:1]([OH:6])(=[O:5])[C:2]([OH:4])=[O:3].[Cl:7][C:8]1[CH:9]=[C:10]([C@@H:14]([C@@H:23]2[CH2:28][CH2:27][CH2:26][N:25]([C:29](=[O:42])[NH:30][CH2:31][C@@H:32]([NH:40][CH3:41])[CH2:33][C@H:34]3[CH2:39][CH2:38][CH2:37][O:36][CH2:35]3)[CH2:24]2)[O:15][CH2:16][CH2:17][NH:18][C:19](=[O:22])[O:20][CH3:21])[CH:11]=[CH:12][CH:13]=1, predict the reaction product. The product is: [C:1]([OH:6])(=[O:5])[C:2]([OH:4])=[O:3].[Cl:7][C:8]1[CH:9]=[C:10]([C@@H:14]([C@@H:23]2[CH2:28][CH2:27][CH2:26][N:25]([C:29](=[O:42])[NH:30][CH2:31][C@@H:32]([NH:40][CH3:41])[CH2:33][C@H:34]3[CH2:39][CH2:38][CH2:37][O:36][CH2:35]3)[CH2:24]2)[O:15][CH2:16][CH2:17][NH:18][C:19](=[O:22])[O:20][CH3:21])[CH:11]=[CH:12][CH:13]=1. (4) Given the reactants [C:1]([O:4][C@H:5]1[C@H:10]([O:11][C:12](=[O:14])[CH3:13])[C@@H:9]([O:15][C:16](=[O:18])[CH3:17])[C@H:8]([C:19]2[CH:24]=[C:23]([CH2:25][C:26]3[CH:31]=[CH:30][C:29]([CH2:32][CH3:33])=[CH:28][CH:27]=3)[C:22]([Cl:34])=[CH:21][C:20]=2[CH2:35][CH2:36][O:37][CH2:38][CH:39]=[O:40])[O:7][C@@H:6]1[CH2:41][O:42][C:43](=[O:45])[CH3:44])(=[O:3])[CH3:2].[BH4-].[Na+].CO, predict the reaction product. The product is: [C:1]([O:4][C@H:5]1[C@H:10]([O:11][C:12](=[O:14])[CH3:13])[C@@H:9]([O:15][C:16](=[O:18])[CH3:17])[C@H:8]([C:19]2[CH:24]=[C:23]([CH2:25][C:26]3[CH:31]=[CH:30][C:29]([CH2:32][CH3:33])=[CH:28][CH:27]=3)[C:22]([Cl:34])=[CH:21][C:20]=2[CH2:35][CH2:36][O:37][CH2:38][CH2:39][OH:40])[O:7][C@@H:6]1[CH2:41][O:42][C:43](=[O:45])[CH3:44])(=[O:3])[CH3:2]. (5) Given the reactants [OH:1][C:2]1[CH:11]=[C:10]([OH:12])[CH:9]=[CH:8][C:3]=1[C:4]([O:6][CH3:7])=[O:5].C([O-])([O-])=O.[K+].[K+].[CH:19]1[CH:24]=[CH:23][C:22]([CH2:25]Br)=[CH:21][CH:20]=1, predict the reaction product. The product is: [CH2:25]([O:12][C:10]1[CH:9]=[CH:8][C:3]([C:4]([O:6][CH3:7])=[O:5])=[C:2]([OH:1])[CH:11]=1)[C:22]1[CH:23]=[CH:24][CH:19]=[CH:20][CH:21]=1. (6) Given the reactants [Cl:1][C:2]1[CH:7]=[C:6]2[NH:8][C:9](=[O:38])[C:10]3([CH:15]([C:16]4[CH:21]=[C:20]([Cl:22])[CH:19]=[CH:18][C:17]=4[N:23]4[CH2:28][CH2:27][NH:26][CH2:25][CH2:24]4)[CH2:14][C:13](=[O:29])[NH:12][CH:11]3[C:30]3[CH:35]=[C:34]([F:36])[CH:33]=[CH:32][C:31]=3[CH3:37])[C:5]2=[CH:4][CH:3]=1.[C:39](OC(=O)C)(=[O:41])[CH3:40], predict the reaction product. The product is: [C:39]([N:26]1[CH2:27][CH2:28][N:23]([C:17]2[CH:18]=[CH:19][C:20]([Cl:22])=[CH:21][C:16]=2[CH:15]2[CH2:14][C:13](=[O:29])[NH:12][CH:11]([C:30]3[CH:35]=[C:34]([F:36])[CH:33]=[CH:32][C:31]=3[CH3:37])[C:10]32[C:5]2[C:6](=[CH:7][C:2]([Cl:1])=[CH:3][CH:4]=2)[NH:8][C:9]3=[O:38])[CH2:24][CH2:25]1)(=[O:41])[CH3:40]. (7) Given the reactants [NH2:1][C:2]1[N:3]=[C:4]([CH2:13][CH3:14])[N:5]([CH3:12])[C:6]=1[C:7]([O:9]CC)=O.[Cl:15][C:16]1[CH:25]=[CH:24][C:19]([CH2:20][N:21]=[C:22]=[O:23])=[CH:18][CH:17]=1.CO.C(O)(=O)C, predict the reaction product. The product is: [Cl:15][C:16]1[CH:17]=[CH:18][C:19]([CH2:20][N:21]2[C:7](=[O:9])[C:6]3[N:5]([CH3:12])[C:4]([CH2:13][CH3:14])=[N:3][C:2]=3[NH:1][C:22]2=[O:23])=[CH:24][CH:25]=1.